This data is from Full USPTO retrosynthesis dataset with 1.9M reactions from patents (1976-2016). The task is: Predict the reactants needed to synthesize the given product. (1) Given the product [F:1][C:2]1[CH:3]=[C:4]([CH2:11][C:12]([O:14][CH3:20])=[O:13])[C:5]([O:9][CH3:10])=[CH:6][C:7]=1[F:8], predict the reactants needed to synthesize it. The reactants are: [F:1][C:2]1[CH:3]=[C:4]([CH2:11][C:12]([OH:14])=[O:13])[C:5]([O:9][CH3:10])=[CH:6][C:7]=1[F:8].OS(O)(=O)=O.[CH3:20]O. (2) Given the product [CH2:1]([O:8][CH2:9][C@H:10]1[N:11]([S:35]([CH3:38])(=[O:37])=[O:36])[CH2:12][C@H:13]([SH:15])[CH2:14]1)[C:2]1[CH:7]=[CH:6][CH:5]=[CH:4][CH:3]=1, predict the reactants needed to synthesize it. The reactants are: [CH2:1]([O:8][CH2:9][C@@H:10]1[CH2:14][C@@H:13]([S:15]C(C2C=CC=CC=2)(C2C=CC=CC=2)C2C=CC=CC=2)[CH2:12][N:11]1[S:35]([CH3:38])(=[O:37])=[O:36])[C:2]1[CH:7]=[CH:6][CH:5]=[CH:4][CH:3]=1.C([SiH](CC)CC)C. (3) Given the product [CH2:34]([NH:31][C:16]1[CH:17]=[CH:18][C:13]([NH:12][C:5]2[CH:4]=[CH:3][C:2]([Cl:1])=[CH:11][C:6]=2[C:7]([O:9][CH3:10])=[O:8])=[CH:14][C:15]=1[N+:20]([O-:22])=[O:21])[C:28]1[CH:27]=[CH:6][CH:11]=[CH:2][CH:3]=1, predict the reactants needed to synthesize it. The reactants are: [Cl:1][C:2]1[CH:3]=[CH:4][C:5]([NH:12][C:13]2[CH:18]=[CH:17][C:16](F)=[C:15]([N+:20]([O-:22])=[O:21])[CH:14]=2)=[C:6]([CH:11]=1)[C:7]([O:9][CH3:10])=[O:8].C(O[CH2:27][CH3:28])(=O)C.O.C[N:31]([CH3:34])C=O. (4) Given the product [C:1]([O:4][C@H:5]1[CH2:22][CH2:21][C@@:20]2([CH3:23])[C@@H:7]([CH2:8][CH2:9][C@:10]3([CH3:34])[C@@H:19]2[CH2:18][CH2:17][C@H:16]2[C@@:11]3([CH3:33])[CH2:12][CH2:13][C@@:14]3([C:30]([O:32][CH2:43][C:44]4[CH:49]=[CH:48][CH:47]=[CH:46][CH:45]=4)=[O:31])[CH2:26][CH2:25][C@@H:24]([C:27]([CH3:29])=[CH2:28])[C@@H:15]32)[C:6]1([CH3:36])[CH3:35])(=[O:3])[CH3:2], predict the reactants needed to synthesize it. The reactants are: [C:1]([O:4][C@H:5]1[CH2:22][CH2:21][C@@:20]2([CH3:23])[C@@H:7]([CH2:8][CH2:9][C@:10]3([CH3:34])[C@@H:19]2[CH2:18][CH2:17][C@H:16]2[C@@:11]3([CH3:33])[CH2:12][CH2:13][C@@:14]3([C:30]([OH:32])=[O:31])[CH2:26][CH2:25][C@@H:24]([C:27]([CH3:29])=[CH2:28])[C@@H:15]32)[C:6]1([CH3:36])[CH3:35])(=[O:3])[CH3:2].C(=O)([O-])[O-].[K+].[K+].[CH2:43](Br)[C:44]1[CH:49]=[CH:48][CH:47]=[CH:46][CH:45]=1.